From a dataset of Full USPTO retrosynthesis dataset with 1.9M reactions from patents (1976-2016). Predict the reactants needed to synthesize the given product. Given the product [Cl:9][C:4]1[N:5]=[C:6]([Cl:8])[N:7]=[C:2]([NH:13][CH:10]([CH3:12])[CH3:11])[N:3]=1, predict the reactants needed to synthesize it. The reactants are: Cl[C:2]1[N:7]=[C:6]([Cl:8])[N:5]=[C:4]([Cl:9])[N:3]=1.[CH:10]([NH2:13])([CH3:12])[CH3:11].C([O-])(O)=O.[Na+].